Dataset: Forward reaction prediction with 1.9M reactions from USPTO patents (1976-2016). Task: Predict the product of the given reaction. (1) Given the reactants [CH:1]1([CH2:4][NH:5][C:6](=[O:31])[N:7]([CH2:20][C:21]2[CH:22]=[N:23][C:24]([Cl:30])=[C:25]([C:28]#[N:29])[C:26]=2Cl)[C:8]2[C:13]([F:14])=[C:12]([O:15][CH3:16])[CH:11]=[C:10]([O:17][CH3:18])[C:9]=2[F:19])[CH2:3][CH2:2]1.C(=O)([O-])[O-].[K+].[K+], predict the reaction product. The product is: [Cl:30][C:24]1[N:23]=[CH:22][C:21]2[CH2:20][N:7]([C:8]3[C:13]([F:14])=[C:12]([O:15][CH3:16])[CH:11]=[C:10]([O:17][CH3:18])[C:9]=3[F:19])[C:6](=[O:31])[N:5]([CH2:4][CH:1]3[CH2:3][CH2:2]3)[C:26]=2[C:25]=1[C:28]#[N:29]. (2) Given the reactants [F:1][C:2]1[CH:10]=[CH:9][C:5]([C:6]([OH:8])=[O:7])=[C:4]([SH:11])[CH:3]=1.Cl.[CH3:13]O, predict the reaction product. The product is: [F:1][C:2]1[CH:10]=[CH:9][C:5]([C:6]([O:8][CH3:13])=[O:7])=[C:4]([SH:11])[CH:3]=1. (3) Given the reactants Cl[C:2]1[C:7]([C:8]([NH:10][CH2:11][C:12]2[CH:17]=[CH:16][CH:15]=[C:14]([F:18])[CH:13]=2)=[O:9])=[C:6]([CH3:19])[CH:5]=[C:4]([N:20]2[CH2:25][CH2:24][O:23][CH2:22][CH2:21]2)[N:3]=1.[CH:26](/B(O)O)=[CH:27]\[CH3:28].CCO, predict the reaction product. The product is: [F:18][C:14]1[CH:13]=[C:12]([CH:17]=[CH:16][CH:15]=1)[CH2:11][NH:10][C:8]([C:7]1[C:2](/[CH:26]=[CH:27]/[CH3:28])=[N:3][C:4]([N:20]2[CH2:25][CH2:24][O:23][CH2:22][CH2:21]2)=[CH:5][C:6]=1[CH3:19])=[O:9].